This data is from Forward reaction prediction with 1.9M reactions from USPTO patents (1976-2016). The task is: Predict the product of the given reaction. (1) The product is: [NH2:33][C@@H:29]1[CH2:30][CH2:31][CH2:32][N:27]([C:6]2[N:5]([CH2:1][C:2]#[C:3][CH3:4])[C:9]3[C:10](=[O:26])[N:11]([CH2:14][C:15]4[N:24]=[C:23]([CH3:25])[C:22]5[C:17](=[CH:18][CH:19]=[CH:20][CH:21]=5)[N:16]=4)[N:12]=[CH:13][C:8]=3[N:7]=2)[CH2:28]1. Given the reactants [CH2:1]([N:5]1[C:9]2[C:10](=[O:26])[N:11]([CH2:14][C:15]3[N:24]=[C:23]([CH3:25])[C:22]4[C:17](=[CH:18][CH:19]=[CH:20][CH:21]=4)[N:16]=3)[N:12]=[CH:13][C:8]=2[N:7]=[C:6]1[N:27]1[CH2:32][CH2:31][CH2:30][C@@H:29]([NH:33]C(=O)OC(C)(C)C)[CH2:28]1)[C:2]#[C:3][CH3:4].FC(F)(F)C(O)=O, predict the reaction product. (2) The product is: [Br:1][C:2]1[CH:7]=[CH:6][C:5]([N:8]2[CH2:12][CH2:11][CH:10]([CH2:13][N:22]3[CH2:23][CH2:24][N:19]([CH2:18][CH2:17][O:16][CH3:15])[CH2:20][CH2:21]3)[C:9]2=[O:14])=[CH:4][CH:3]=1. Given the reactants [Br:1][C:2]1[CH:7]=[CH:6][C:5]([N:8]2[CH2:12][CH2:11][C:10](=[CH2:13])[C:9]2=[O:14])=[CH:4][CH:3]=1.[CH3:15][O:16][CH2:17][CH2:18][N:19]1[CH2:24][CH2:23][NH:22][CH2:21][CH2:20]1.COCCOC, predict the reaction product. (3) Given the reactants [NH:1]1[C:5]2[CH:6]=[CH:7][CH:8]=[CH:9][C:4]=2[N:3]=[C:2]1[C:10]1[CH:15]=[CH:14][CH:13]=[CH:12][C:11]=1[NH2:16].[CH2:17]([Li])CCC.CI, predict the reaction product. The product is: [CH3:17][N:1]1[C:5]2[CH:6]=[CH:7][CH:8]=[CH:9][C:4]=2[N:3]=[C:2]1[C:10]1[CH:15]=[CH:14][CH:13]=[CH:12][C:11]=1[NH2:16]. (4) Given the reactants [NH2:1][C:2]1[N:7]=[CH:6][C:5]2[NH:8][C:9](=[O:18])[N:10]([C@H:11]3[CH2:16][CH2:15][CH2:14][CH2:13][C@H:12]3[CH3:17])[C:4]=2[C:3]=1[NH2:19].[CH3:20][N:21]=[C:22]=S.O, predict the reaction product. The product is: [CH3:20][NH:21][C:22]1[NH:1][C:2]2=[N:7][CH:6]=[C:5]3[NH:8][C:9](=[O:18])[N:10]([C@H:11]4[CH2:16][CH2:15][CH2:14][CH2:13][C@H:12]4[CH3:17])[C:4]3=[C:3]2[N:19]=1. (5) Given the reactants Br[C:2]1[CH:3]=[CH:4][C:5]2[S:9](=[O:11])(=[O:10])[N:8]([CH2:12][CH2:13][OH:14])[CH2:7][C:6]=2[CH:15]=1.[F:16][C:17]1[CH:25]=[C:24]2[C:20]([C:21](B3OC(C)(C)C(C)(C)O3)=[CH:22][N:23]2[C:26]([O:28][C:29]([CH3:32])([CH3:31])[CH3:30])=[O:27])=[CH:19][CH:18]=1.[O-]P([O-])([O-])=O.[K+].[K+].[K+].N#N, predict the reaction product. The product is: [F:16][C:17]1[CH:25]=[C:24]2[C:20]([C:21]([C:2]3[CH:3]=[CH:4][C:5]4[S:9](=[O:11])(=[O:10])[N:8]([CH2:12][CH2:13][OH:14])[CH2:7][C:6]=4[CH:15]=3)=[CH:22][N:23]2[C:26]([O:28][C:29]([CH3:32])([CH3:31])[CH3:30])=[O:27])=[CH:19][CH:18]=1.